Predict the product of the given reaction. From a dataset of Forward reaction prediction with 1.9M reactions from USPTO patents (1976-2016). (1) Given the reactants Cl.Cl[CH:3]([C:8]1[C:9](=[O:17])[C:10]([OH:16])=[C:11]([CH3:15])[N:12]([CH3:14])[CH:13]=1)[C:4]([F:7])([F:6])[F:5].[NH:18]1[CH:22]=[CH:21][N:20]=[CH:19]1.Cl, predict the reaction product. The product is: [OH:16][C:10]1[C:9](=[O:17])[C:8]([CH:3]([N:18]2[CH:22]=[CH:21][N:20]=[CH:19]2)[C:4]([F:7])([F:6])[F:5])=[CH:13][N:12]([CH3:14])[C:11]=1[CH3:15]. (2) Given the reactants [CH3:1][C:2]1[C:10]2[N:9]=[C:8]([C:11]3[C:12]([CH3:28])=[N:13][C:14]([NH:17][CH2:18][CH2:19][CH2:20][CH:21]4[CH2:26][CH2:25][N:24]([CH3:27])[CH2:23][CH2:22]4)=[N:15][CH:16]=3)[NH:7][C:6]=2[CH:5]=[C:4]([CH3:29])[CH:3]=1.O.O.O.O.[OH:34][CH:35](C(O)C(O)=O)C(O)=O.CC1C2N=C(C3C(C)=NC(NCCCC4CCN(C)CC4)=NC=3)NC=2C=C(C)C=1.[C:73]([OH:80])(=[O:79])/[CH:74]=[CH:75]/[C:76]([OH:78])=[O:77], predict the reaction product. The product is: [CH3:35][O-:34].[C:73]([O-:80])(=[O:79])/[CH:74]=[CH:75]/[C:76]([O-:78])=[O:77].[CH3:1][C:2]1[C:10]2[N:9]=[C:8]([C:11]3[C:12]([CH3:28])=[N:13][C:14]([NH:17][CH2:18][CH2:19][CH2:20][CH:21]4[CH2:22][CH2:23][N:24]([CH3:27])[CH2:25][CH2:26]4)=[N:15][CH:16]=3)[NH:7][C:6]=2[CH:5]=[C:4]([CH3:29])[CH:3]=1.